This data is from Peptide-MHC class II binding affinity with 134,281 pairs from IEDB. The task is: Regression. Given a peptide amino acid sequence and an MHC pseudo amino acid sequence, predict their binding affinity value. This is MHC class II binding data. (1) The peptide sequence is YWPVVSDIAIRALDG. The MHC is H-2-IAd with pseudo-sequence H-2-IAd. The binding affinity (normalized) is 0.488. (2) The peptide sequence is TKKYFAATQFEPLAA. The MHC is HLA-DPA10301-DPB10402 with pseudo-sequence HLA-DPA10301-DPB10402. The binding affinity (normalized) is 0.896. (3) The peptide sequence is KQQVIAELYEKFFRI. The MHC is DRB1_0701 with pseudo-sequence DRB1_0701. The binding affinity (normalized) is 0.260. (4) The peptide sequence is QAVLTATNFFGINTI. The MHC is HLA-DQA10101-DQB10501 with pseudo-sequence HLA-DQA10101-DQB10501. The binding affinity (normalized) is 0.00625.